Dataset: Forward reaction prediction with 1.9M reactions from USPTO patents (1976-2016). Task: Predict the product of the given reaction. Given the reactants [CH2:1]([NH:8][C:9]1[N:17]=[CH:16][N:15]=[C:14]2[C:10]=1[N:11]=[C:12](Br)[N:13]2[C@@H:18]1[O:24][C@H:23]([CH2:25][OH:26])[C@@H:21]([OH:22])[C@H:19]1[OH:20])[C:2]1[CH:7]=[CH:6][CH:5]=[CH:4][CH:3]=1.[NH3:28], predict the reaction product. The product is: [NH2:28][C:12]1[N:13]([C@@H:18]2[O:24][C@H:23]([CH2:25][OH:26])[C@@H:21]([OH:22])[C@H:19]2[OH:20])[C:14]2[C:10]([N:11]=1)=[C:9]([NH:8][CH2:1][C:2]1[CH:7]=[CH:6][CH:5]=[CH:4][CH:3]=1)[N:17]=[CH:16][N:15]=2.